Dataset: Forward reaction prediction with 1.9M reactions from USPTO patents (1976-2016). Task: Predict the product of the given reaction. (1) Given the reactants [Cl:1][C:2]1[CH:3]=[C:4]([CH:27]=[CH:28][C:29]=1[Cl:30])[O:5][CH:6]1[CH2:11][CH2:10][N:9]([CH2:12][CH:13]2[CH2:18][CH2:17][N:16]([C@@H:19]([CH:24]([CH3:26])[CH3:25])[C:20]([O:22]C)=[O:21])[CH2:15][CH2:14]2)[CH2:8][CH2:7]1, predict the reaction product. The product is: [Cl:1][C:2]1[CH:3]=[C:4]([CH:27]=[CH:28][C:29]=1[Cl:30])[O:5][CH:6]1[CH2:7][CH2:8][N:9]([CH2:12][CH:13]2[CH2:14][CH2:15][N:16]([C@@H:19]([CH:24]([CH3:25])[CH3:26])[C:20]([OH:22])=[O:21])[CH2:17][CH2:18]2)[CH2:10][CH2:11]1. (2) Given the reactants [CH3:1][C:2]([CH3:16])=[CH:3][CH2:4][CH2:5]/[C:6](/[CH3:15])=[CH:7]/[CH2:8][CH2:9]/[C:10](/[CH3:14])=[CH:11]/[CH2:12]O.[CH2:17](Br)[CH:18]=[C:19]([CH2:21][CH2:22][CH:23]=[C:24]([CH2:26][CH2:27][CH:28]=[C:29]([CH3:31])[CH3:30])[CH3:25])[CH3:20].[C:33]1([S:39]([O-:41])=[O:40])[CH:38]=[CH:37][CH:36]=[CH:35][CH:34]=1.[Na+].C([Li])C[CH2:45][CH3:46].FC(F)(F)S([O-])(=O)=[O:51].CN(C)[CH:58]=[O:59], predict the reaction product. The product is: [CH3:14][C:10]([CH2:9][CH2:8][CH:7]=[C:6]([CH3:15])[CH2:5][CH2:4][CH:3]=[C:2]([CH3:16])[CH3:1])=[CH:11][CH2:12][S:39]([C:33]1[CH:38]=[CH:37][CH:36]=[CH:35][CH:34]=1)(=[O:41])=[O:40].[CH3:45][C:46]1[C:58]2[O:59][C@@:24]([CH2:26][CH2:27]/[CH:28]=[C:29](/[CH2:31][CH2:12]/[CH:11]=[C:10](/[CH2:9][CH2:8][CH:7]=[C:6]([CH3:5])[CH3:15])\[CH3:14])\[CH3:30])([CH3:25])[CH2:23][CH2:22][C:21]=2[C:19]([CH3:20])=[C:18]([OH:51])[CH:17]=1.